Dataset: Full USPTO retrosynthesis dataset with 1.9M reactions from patents (1976-2016). Task: Predict the reactants needed to synthesize the given product. (1) Given the product [F:31][C:28]1[CH:29]=[CH:30][C:25]([CH2:24][N:17]2[C:18]([CH:21]([OH:23])[CH3:22])=[N:19][N:20]=[C:16]2[CH2:15][NH:14][CH2:1][C:3]2[N:4]=[C:5]([CH3:13])[CH:6]=[C:7]([C:9]([O:11][CH3:12])=[O:10])[CH:8]=2)=[CH:26][CH:27]=1, predict the reactants needed to synthesize it. The reactants are: [CH:1]([C:3]1[CH:8]=[C:7]([C:9]([O:11][CH3:12])=[O:10])[CH:6]=[C:5]([CH3:13])[N:4]=1)=O.[NH2:14][CH2:15][C:16]1[N:17]([CH2:24][C:25]2[CH:30]=[CH:29][C:28]([F:31])=[CH:27][CH:26]=2)[C:18]([CH:21]([OH:23])[CH3:22])=[N:19][N:20]=1. (2) Given the product [F:80][CH:78]1[CH2:77][N:76]([C:74]([C@H:73]([NH:72][C:30]([C:29]2[C:23]3[C:24](=[N:25][CH:26]=[C:21]([C:15]4[C:14]5[C:18](=[CH:19][C:11]([F:10])=[CH:12][CH:13]=5)[N:17]([CH3:20])[N:16]=4)[N:22]=3)[N:27]([CH2:33][O:34][CH2:35][CH2:36][Si:37]([CH3:40])([CH3:38])[CH3:39])[CH:28]=2)=[O:31])[CH2:81][CH2:82][CH3:83])=[O:75])[CH2:79]1, predict the reactants needed to synthesize it. The reactants are: C(N(CC)C(C)C)(C)C.[F:10][C:11]1[CH:19]=[C:18]2[C:14]([C:15]([C:21]3[N:22]=[C:23]4[C:29]([C:30](O)=[O:31])=[CH:28][N:27]([CH2:33][O:34][CH2:35][CH2:36][Si:37]([CH3:40])([CH3:39])[CH3:38])[C:24]4=[N:25][CH:26]=3)=[N:16][N:17]2[CH3:20])=[CH:13][CH:12]=1.CN(C(ON1N=NC2C=CC=NC1=2)=[N+](C)C)C.F[P-](F)(F)(F)(F)F.FC(F)(F)C(O)=O.[NH2:72][C@H:73]([CH2:81][CH2:82][CH3:83])[C:74]([N:76]1[CH2:79][CH:78]([F:80])[CH2:77]1)=[O:75]. (3) The reactants are: [N:1]1[CH:6]=[CH:5][CH:4]=[CH:3][C:2]=1[CH2:7][O:8][C:9]1[CH:18]=[C:17]([C:19]2[S:23][CH:22]=[N:21][CH:20]=2)[C:16]2[CH2:15][CH2:14][CH2:13][CH2:12][C:11]=2[N:10]=1.C1C[O:27][CH2:26]C1.C[Si](C)(C)[N-][Si](C)(C)C.[Li+].C1COCC1.CN(C=O)C. Given the product [N:1]1[CH:6]=[CH:5][CH:4]=[CH:3][C:2]=1[CH2:7][O:8][C:9]1[CH:18]=[C:17]([C:19]2[S:23][C:22]([CH2:26][OH:27])=[N:21][CH:20]=2)[C:16]2[CH2:15][CH2:14][CH2:13][CH2:12][C:11]=2[N:10]=1, predict the reactants needed to synthesize it. (4) Given the product [C:28]([O:27][C:25]([NH:24][C:21]1[CH:20]=[CH:19][C:18]([C:16]2[O:15][N:14]=[C:13]([C:10]3[CH:11]=[CH:12][C:7]([CH2:6][CH:5]([NH:33][C:34]([NH:36][C:37]4[NH:38][N:39]=[C:40]([C:42]5[CH:47]=[CH:46][C:45]([F:48])=[CH:44][CH:43]=5)[CH:41]=4)=[O:35])[C:4]([OH:49])=[O:3])=[CH:8][C:9]=3[F:32])[N:17]=2)=[CH:23][CH:22]=1)=[O:26])([CH3:31])([CH3:29])[CH3:30], predict the reactants needed to synthesize it. The reactants are: C([O:3][C:4](=[O:49])[CH:5]([NH:33][C:34]([NH:36][C:37]1[NH:38][N:39]=[C:40]([C:42]2[CH:47]=[CH:46][C:45]([F:48])=[CH:44][CH:43]=2)[CH:41]=1)=[O:35])[CH2:6][C:7]1[CH:12]=[CH:11][C:10]([C:13]2[N:17]=[C:16]([C:18]3[CH:23]=[CH:22][C:21]([NH:24][C:25]([O:27][C:28]([CH3:31])([CH3:30])[CH3:29])=[O:26])=[CH:20][CH:19]=3)[O:15][N:14]=2)=[C:9]([F:32])[CH:8]=1)C.ClC(OC(=O)OC(Cl)(Cl)Cl)(Cl)Cl.C(OC(C(N)CC1C=CC(C2N=C(C3C=CC(NC(=O)OC(C)(C)C)=CC=3)ON=2)=C(F)C=1)=O)C.FC1C=CC(C2C=C(N)NN=2)=CC=1. (5) Given the product [NH:20]1[C:21]2[C:17](=[CH:16][CH:15]=[C:14]([NH:13][C:8]3[N:7]=[CH:6][C:5]4[C:10](=[C:11]([CH3:12])[C:2]([NH:1][C:26]([NH:25][CH2:23][CH3:24])=[O:27])=[CH:3][CH:4]=4)[N:9]=3)[CH:22]=2)[CH:18]=[N:19]1, predict the reactants needed to synthesize it. The reactants are: [NH2:1][C:2]1[C:11]([CH3:12])=[C:10]2[C:5]([CH:6]=[N:7][C:8]([NH:13][C:14]3[CH:22]=[C:21]4[C:17]([CH:18]=[N:19][NH:20]4)=[CH:16][CH:15]=3)=[N:9]2)=[CH:4][CH:3]=1.[CH2:23]([N:25]=[C:26]=[O:27])[CH3:24].